Dataset: Forward reaction prediction with 1.9M reactions from USPTO patents (1976-2016). Task: Predict the product of the given reaction. (1) Given the reactants [O:1]1[CH:5]=[CH:4][CH:3]=[C:2]1[C:6]1[C:11]([C:12]2[CH:17]=[CH:16][N:15]=[CH:14][CH:13]=2)=[CH:10][C:9]([NH2:18])=[C:8]([NH2:19])[N:7]=1.C(N(CC)CC)C.[CH:27]1([C:30](Cl)=[O:31])[CH2:29][CH2:28]1, predict the reaction product. The product is: [NH2:19][C:8]1[N:7]=[C:6]([C:2]2[O:1][CH:5]=[CH:4][CH:3]=2)[C:11]([C:12]2[CH:17]=[CH:16][N:15]=[CH:14][CH:13]=2)=[CH:10][C:9]=1[NH:18][C:30]([CH:27]1[CH2:29][CH2:28]1)=[O:31]. (2) Given the reactants Br[CH2:2][C:3]1[CH:4]=[C:5]2[C:10](=[CH:11][C:12]=1[Cl:13])[N:9]=[CH:8][CH:7]=[CH:6]2.[CH3:14][NH2:15], predict the reaction product. The product is: [Cl:13][C:12]1[CH:11]=[C:10]2[C:5]([CH:6]=[CH:7][CH:8]=[N:9]2)=[CH:4][C:3]=1[CH2:2][NH:15][CH3:14]. (3) Given the reactants [CH3:1][O:2][C:3](=[O:16])[CH2:4][C:5]1[C:6]([F:15])=[C:7]2[C:12](=[CH:13][CH:14]=1)[N:11]=[CH:10][CH:9]=[CH:8]2.N1C=CC=CC=1.[Br:23]Br, predict the reaction product. The product is: [CH3:1][O:2][C:3](=[O:16])[CH2:4][C:5]1[C:6]([F:15])=[C:7]2[C:12](=[CH:13][CH:14]=1)[N:11]=[CH:10][C:9]([Br:23])=[CH:8]2.